From a dataset of Forward reaction prediction with 1.9M reactions from USPTO patents (1976-2016). Predict the product of the given reaction. Given the reactants [CH3:1][NH:2][C:3]1[S:4][C:5]2[CH:11]=[CH:10][C:9]([N+:12]([O-])=O)=[CH:8][C:6]=2[N:7]=1.Cl[Sn]Cl.CO.O, predict the reaction product. The product is: [CH3:1][NH:2][C:3]1[S:4][C:5]2[CH:11]=[CH:10][C:9]([NH2:12])=[CH:8][C:6]=2[N:7]=1.